Dataset: hERG Central: cardiac toxicity at 1µM, 10µM, and general inhibition. Task: Predict hERG channel inhibition at various concentrations. The molecule is Cc1ccc2cc3cc(C(=O)NCCCN4CCc5ccccc5C4)oc3nc2c1. Results: hERG_inhib (hERG inhibition (general)): blocker.